From a dataset of Reaction yield outcomes from USPTO patents with 853,638 reactions. Predict the reaction yield, written as a fraction of the theoretical maximum amount of product (1.0 means a 100% yield; for example, 0.34 means a 34% yield). (1) The reactants are Br[C:2]1[S:3][C:4]2[CH2:10][CH2:9][CH2:8][C:7](=[O:11])[C:5]=2[CH:6]=1.[N:12]1[CH:17]=[CH:16][C:15](B(O)O)=[CH:14][CH:13]=1.C(=O)([O-])[O-].[Cs+].[Cs+].ClCCl. The catalyst is O1CCOCC1.CCOC(C)=O.CCOCC.C1C=CC(P(C2C=CC=CC=2)[C-]2C=CC=C2)=CC=1.C1C=CC(P(C2C=CC=CC=2)[C-]2C=CC=C2)=CC=1.Cl[Pd]Cl.[Fe+2].O. The product is [N:12]1[CH:17]=[CH:16][C:15]([C:2]2[S:3][C:4]3[CH2:10][CH2:9][CH2:8][C:7](=[O:11])[C:5]=3[CH:6]=2)=[CH:14][CH:13]=1. The yield is 0.710. (2) The reactants are [O:1]=[C:2]1[C:10]2[C:5](=[CH:6][CH:7]=[CH:8][CH:9]=2)[C:4](=[O:11])[N:3]1[C@H:12]([C:18](=[O:36])[N:19]1[C@H:24]([C:25](=[O:35])[NH:26][CH2:27][CH2:28][C:29]2[CH:34]=[CH:33][CH:32]=[CH:31][CH:30]=2)[CH2:23][CH2:22][CH2:21][NH:20]1)[CH2:13][CH2:14][C:15](O)=[O:16].CN1CCOCC1.P(Cl)(Cl)(Cl)(Cl)Cl. The catalyst is C1COCC1. The product is [CH2:27]([NH:26][C:25]([C@H:24]1[N:19]2[C:18](=[O:36])[C@@H:12]([N:3]3[C:4](=[O:11])[C:5]4[C:10](=[CH:9][CH:8]=[CH:7][CH:6]=4)[C:2]3=[O:1])[CH2:13][CH2:14][C:15](=[O:16])[N:20]2[CH2:21][CH2:22][CH2:23]1)=[O:35])[CH2:28][C:29]1[CH:30]=[CH:31][CH:32]=[CH:33][CH:34]=1. The yield is 0.436.